Dataset: Forward reaction prediction with 1.9M reactions from USPTO patents (1976-2016). Task: Predict the product of the given reaction. (1) The product is: [F:25][C:24]([F:27])([F:26])[S:21]([O:1][C:2]1[C:11]2[C:6](=[CH:7][C:8]([CH3:12])=[CH:9][CH:10]=2)[O:5][C:4](=[O:13])[CH:3]=1)(=[O:23])=[O:22]. Given the reactants [OH:1][C:2]1[C:11]2[C:6](=[CH:7][C:8]([CH3:12])=[CH:9][CH:10]=2)[O:5][C:4](=[O:13])[CH:3]=1.C(N(CC)CC)C.[S:21](O[S:21]([C:24]([F:27])([F:26])[F:25])(=[O:23])=[O:22])([C:24]([F:27])([F:26])[F:25])(=[O:23])=[O:22], predict the reaction product. (2) Given the reactants [C:1]([C:3]1[CH:4]=[C:5]([CH:9]=[CH:10][C:11]=1[O:12][CH3:13])[C:6]([OH:8])=O)#[CH:2].[N:14]1([C:20]2[N:25]=[CH:24][CH:23]=[CH:22][N:21]=2)[CH2:19][CH2:18][NH:17][CH2:16][CH2:15]1, predict the reaction product. The product is: [C:1]([C:3]1[CH:4]=[C:5]([C:6]([N:17]2[CH2:18][CH2:19][N:14]([C:20]3[N:21]=[CH:22][CH:23]=[CH:24][N:25]=3)[CH2:15][CH2:16]2)=[O:8])[CH:9]=[CH:10][C:11]=1[O:12][CH3:13])#[CH:2]. (3) The product is: [Cl:1][C:2]1[C:3]([N:10]2[CH:19]=[CH:26][CH:12]=[N:11]2)=[C:4]([F:9])[C:5]([F:8])=[N:6][CH:7]=1. Given the reactants [Cl:1][C:2]1[C:3]([N:10]([C:19](OC(C)(C)C)=O)[NH:11][C:12](OC(C)(C)C)=O)=[C:4]([F:9])[C:5]([F:8])=[N:6][CH:7]=1.[CH3:26]OC(OC)CC(OC)OC.CCO.OS(O)(=O)=O, predict the reaction product. (4) The product is: [NH2:17][C:18]([C:20]1[N:24]([C@@H:25]2[CH2:56][C@:29]34[C:33]5[C@H:42]([CH2:43][CH2:44][C@H:28]3[C@@:27]([CH3:57])([CH2:32][O:31][CH2:30]4)[C@H:26]2[O:58][CH2:59][C@@:60]([N:9]([CH3:8])[CH3:1])([CH3:64])[CH:61]([CH3:63])[CH3:62])[C@:41]2([CH3:45])[C@:36]([CH3:55])([C@H:37]([C:52]([OH:54])=[O:53])[C@:38]([C@H:47]([CH3:51])[CH:48]([CH3:50])[CH3:49])([CH3:46])[CH2:39][CH2:40]2)[CH2:35][CH:34]=5)[N:23]=[CH:22][N:21]=1)=[O:19]. Given the reactants [C:1](O)(=O)C.C=O.O.[C:8]([BH3-])#[N:9].[Na+].C1COCC1.[NH2:17][C:18]([C:20]1[N:24]([C@@H:25]2[CH2:56][C@:29]34[C:33]5[C@H:42]([CH2:43][CH2:44][C@H:28]3[C@@:27]([CH3:57])([CH2:32][O:31][CH2:30]4)[C@H:26]2[O:58][CH2:59][C@@:60](N)([CH3:64])[CH:61]([CH3:63])[CH3:62])[C@:41]2([CH3:45])[C@:36]([CH3:55])([C@H:37]([C:52]([OH:54])=[O:53])[C@:38]([C@H:47]([CH3:51])[CH:48]([CH3:50])[CH3:49])([CH3:46])[CH2:39][CH2:40]2)[CH2:35][CH:34]=5)[N:23]=[CH:22][N:21]=1)=[O:19], predict the reaction product. (5) Given the reactants FC(F)(F)C(O[C:6](=O)[C:7](F)(F)F)=O.[I-].[Na+].C([C@@:29]12[C@H:54]([NH:55][C:56](=[O:64])[CH2:57][C:58]3[CH:63]=[CH:62][CH:61]=[CH:60][CH:59]=3)[C:53](=[O:65])[N:30]1[C:31]([C:50]([O-:52])=[O:51])=[C:32]([CH2:37][O:38][C:39]1[CH:48]=[C:47]3[C:42]([CH:43]=[CH:44][C:45](=[O:49])[O:46]3)=[CH:41][CH:40]=1)[C:33](=[CH2:36])[S@@:34]2=O)(C1C=CC=CC=1)C1C=CC=CC=1.C(=O)(O)[O-].[Na+], predict the reaction product. The product is: [CH:43]([O:52][C:50]([C:31]1[N:30]2[C:53](=[O:65])[C@@H:54]([NH:55][C:56](=[O:64])[CH2:57][C:58]3[CH:63]=[CH:62][CH:61]=[CH:60][CH:59]=3)[C@H:29]2[S:34][C:33](=[CH2:36])[C:32]=1[CH2:37][O:38][C:39]1[CH:48]=[C:47]2[C:42]([CH:43]=[CH:44][C:45](=[O:49])[O:46]2)=[CH:41][CH:40]=1)=[O:51])([C:6]1[CH:7]=[CH:50][CH:31]=[CH:32][CH:33]=1)[C:42]1[CH:41]=[CH:40][CH:39]=[CH:48][CH:47]=1. (6) Given the reactants [C:1]12([C:11]([OH:13])=[O:12])[CH2:10][CH:5]3[CH2:6][CH:7]([CH2:9][CH:3]([CH2:4]3)[CH2:2]1)[CH2:8]2.[Al+3].[Cl-].[Cl-].[Cl-].[Br:18]Br, predict the reaction product. The product is: [Br:18][C:3]12[CH2:9][CH:7]3[CH2:6][CH:5]([CH2:10][C:1]([C:11]([OH:13])=[O:12])([CH2:8]3)[CH2:2]1)[CH2:4]2. (7) Given the reactants [Cl:1][C:2]1[CH:10]=[CH:9][CH:8]=[CH:7][C:3]=1[CH2:4][C:5]#N.IC.[H-].[Na+].[CH3:15]OC(C)(C)C.C[N:22]([CH3:25])C=O, predict the reaction product. The product is: [Cl:1][C:2]1[CH:10]=[CH:9][CH:8]=[CH:7][C:3]=1[C:4]([CH3:15])([CH3:5])[C:25]#[N:22]. (8) Given the reactants [CH:1]1([CH:7]([NH2:10])[CH2:8][CH3:9])[CH2:6][CH2:5][CH2:4][CH2:3][CH2:2]1.[I:11][C:12]1[C:20]2[C:15](=[CH:16][CH:17]=[C:18]([C:21](O)=[O:22])[CH:19]=2)[NH:14][N:13]=1.CCN(C(C)C)C(C)C.CN(C(ON1N=NC2C=CC=CC1=2)=[N+](C)C)C.[B-](F)(F)(F)F, predict the reaction product. The product is: [CH:1]1([CH:7]([NH:10][C:21]([C:18]2[CH:19]=[C:20]3[C:15](=[CH:16][CH:17]=2)[NH:14][N:13]=[C:12]3[I:11])=[O:22])[CH2:8][CH3:9])[CH2:6][CH2:5][CH2:4][CH2:3][CH2:2]1. (9) Given the reactants Cl[CH:2]([C:15]1[CH:20]=[CH:19][CH:18]=[CH:17][CH:16]=1)[C:3]([C:5]1[C:13]2[C:8](=[CH:9][C:10]([F:14])=[CH:11][CH:12]=2)[NH:7][CH:6]=1)=[O:4].[CH3:21][O:22][C:23]1[CH:24]=[C:25]([CH:27]=[CH:28][CH:29]=1)[NH2:26].CCN(C(C)C)C(C)C.[I-].[Na+], predict the reaction product. The product is: [F:14][C:10]1[CH:9]=[C:8]2[C:13]([C:5]([C:3](=[O:4])[CH:2]([NH:26][C:25]3[CH:27]=[CH:28][CH:29]=[C:23]([O:22][CH3:21])[CH:24]=3)[C:15]3[CH:20]=[CH:19][CH:18]=[CH:17][CH:16]=3)=[CH:6][NH:7]2)=[CH:12][CH:11]=1. (10) Given the reactants [Cl:1][C:2]1[N:7]=[C:6]([S:8][CH3:9])[N:5]=[C:4]([CH:10]([C:13]#[N:14])[C:11]#[N:12])[CH:3]=1.[NH2:15][NH2:16], predict the reaction product. The product is: [Cl:1][C:2]1[N:7]=[C:6]([S:8][CH3:9])[N:5]=[C:4]([C:10]2[C:11]([NH2:12])=[N:15][NH:16][C:13]=2[NH2:14])[CH:3]=1.